This data is from Catalyst prediction with 721,799 reactions and 888 catalyst types from USPTO. The task is: Predict which catalyst facilitates the given reaction. (1) Reactant: [C:1]([C:3]1[N:7]2[N:8]=[CH:9][CH:10]=[CH:11][C:6]2=[N:5][CH:4]=1)#[CH:2].[CH3:12][N:13]([CH3:41])[C@@H:14]1[CH2:18][CH2:17][N:16]([CH2:19][C:20]2[CH:25]=[CH:24][C:23]([NH:26][C:27](=[O:36])[C:28]3[CH:33]=[CH:32][C:31]([CH3:34])=[C:30](I)[CH:29]=3)=[CH:22][C:21]=2[C:37]([F:40])([F:39])[F:38])[CH2:15]1.C(N(CC)C(C)C)(C)C. Product: [CH3:41][N:13]([CH3:12])[C@@H:14]1[CH2:18][CH2:17][N:16]([CH2:19][C:20]2[CH:25]=[CH:24][C:23]([NH:26][C:27](=[O:36])[C:28]3[CH:33]=[CH:32][C:31]([CH3:34])=[C:30]([C:2]#[C:1][C:3]4[N:7]5[N:8]=[CH:9][CH:10]=[CH:11][C:6]5=[N:5][CH:4]=4)[CH:29]=3)=[CH:22][C:21]=2[C:37]([F:40])([F:39])[F:38])[CH2:15]1. The catalyst class is: 441. (2) Reactant: [F:1][C:2]1[CH:11]=[C:10]([F:12])[CH:9]=[CH:8][C:3]=1[C:4](=[N:6][OH:7])[NH2:5].N1C=CC=CC=1.Cl[C:20](=O)[C:21]([O:23][CH2:24][CH3:25])=[O:22]. Product: [F:1][C:2]1[CH:11]=[C:10]([F:12])[CH:9]=[CH:8][C:3]=1[C:4]1[N:5]=[C:20]([C:21]([O:23][CH2:24][CH3:25])=[O:22])[O:7][N:6]=1. The catalyst class is: 2. (3) Reactant: [NH2:1][C:2]1[C:3]([C:7]2[N:8]([CH2:18][CH3:19])[C:9]3[C:14]([OH:15])=[CH:13][N:12]=[C:11]([Cl:16])[C:10]=3[N:17]=2)=[N:4][O:5][N:6]=1.C(=O)([O-])[O-].[Cs+].[Cs+].Br[CH2:27][CH:28]1[CH2:33][CH2:32][N:31]([C:34]([O:36][C:37]([CH3:40])([CH3:39])[CH3:38])=[O:35])[CH2:30][CH2:29]1. Product: [NH2:1][C:2]1[C:3]([C:7]2[N:8]([CH2:18][CH3:19])[C:9]3[C:14]([O:15][CH2:27][CH:28]4[CH2:33][CH2:32][N:31]([C:34]([O:36][C:37]([CH3:38])([CH3:40])[CH3:39])=[O:35])[CH2:30][CH2:29]4)=[CH:13][N:12]=[C:11]([Cl:16])[C:10]=3[N:17]=2)=[N:4][O:5][N:6]=1. The catalyst class is: 9. (4) Reactant: CN(C)[CH:3]=[CH:4][C:5]([C:7]1[C:12](=[O:13])[C:11]([O:14][CH3:15])=[CH:10][N:9]([C:16]2[CH:21]=[CH:20][C:19]([N:22]3[CH:26]=[CH:25][CH:24]=[N:23]3)=[CH:18][C:17]=2[O:27][CH3:28])[N:8]=1)=O.[F:30][C:31]([F:41])([F:40])[C:32]1[CH:33]=[C:34]([NH:38][NH2:39])[CH:35]=[CH:36][CH:37]=1.C(O)(C(F)(F)F)=O. Product: [CH3:15][O:14][C:11]1[C:12](=[O:13])[C:7]([C:5]2[N:38]([C:34]3[CH:35]=[CH:36][CH:37]=[C:32]([C:31]([F:40])([F:41])[F:30])[CH:33]=3)[N:39]=[CH:3][CH:4]=2)=[N:8][N:9]([C:16]2[CH:21]=[CH:20][C:19]([N:22]3[CH:26]=[CH:25][CH:24]=[N:23]3)=[CH:18][C:17]=2[O:27][CH3:28])[CH:10]=1. The catalyst class is: 8. (5) Reactant: [CH3:1][O:2][C:3]1[CH:12]=[C:11]2[C:6]([CH2:7][CH2:8][CH2:9][C:10]2([CH3:14])[CH3:13])=[CH:5][C:4]=1[CH3:15].C(O)(=[O:18])C. Product: [CH3:1][O:2][C:3]1[CH:12]=[C:11]2[C:6](=[CH:5][C:4]=1[CH3:15])[C:7](=[O:18])[CH2:8][CH2:9][C:10]2([CH3:13])[CH3:14]. The catalyst class is: 6. (6) Reactant: [F:1][C:2]([F:9])([F:8])[C:3](=O)[CH2:4][C:5]#[N:6].Cl.[C:11]1([NH:17][NH2:18])[CH:16]=[CH:15][CH:14]=[CH:13][CH:12]=1.O.C([O-])(O)=O.[Na+]. Product: [C:11]1([N:17]2[C:5]([NH2:6])=[CH:4][C:3]([C:2]([F:9])([F:8])[F:1])=[N:18]2)[CH:16]=[CH:15][CH:14]=[CH:13][CH:12]=1. The catalyst class is: 14. (7) The catalyst class is: 6. Product: [CH3:5][C:6]1[O:10][C:9]([C:11]([OH:1])=[O:12])=[CH:8][CH:7]=1. Reactant: [OH-:1].[Na+].BrBr.[CH3:5][C:6]1[O:10][C:9]([CH:11]=[O:12])=[CH:8][CH:7]=1.